Predict which catalyst facilitates the given reaction. From a dataset of Catalyst prediction with 721,799 reactions and 888 catalyst types from USPTO. (1) The catalyst class is: 6. Reactant: [C:1]([O:5][C:6]([N:8]1[CH2:13][CH2:12][NH:11][CH:10]([CH3:14])[CH2:9]1)=[O:7])([CH3:4])([CH3:3])[CH3:2].[Cl:15][C:16]1[C:21](Cl)=[N:20][CH:19]=[CH:18][N:17]=1.CN(C=O)C. Product: [C:1]([O:5][C:6]([N:8]1[CH2:13][CH2:12][N:11]([C:21]2[C:16]([Cl:15])=[N:17][CH:18]=[CH:19][N:20]=2)[CH:10]([CH3:14])[CH2:9]1)=[O:7])([CH3:4])([CH3:2])[CH3:3]. (2) Reactant: [CH2:1]([N:3]([CH2:24][CH3:25])[C:4]([C:6]1[CH:11]=[CH:10][C:9]([CH:12]([C:16]2[CH:21]=[CH:20][CH:19]=[C:18]([O:22][CH3:23])[CH:17]=2)[CH2:13][CH2:14]O)=[CH:8][CH:7]=1)=[O:5])[CH3:2].C1(P(C2C=CC=CC=2)C2C=CC=CC=2)C=CC=CC=1.C(Br)(Br)(Br)[Br:46].O. Product: [Br:46][CH2:14][CH2:13][CH:12]([C:9]1[CH:10]=[CH:11][C:6]([C:4](=[O:5])[N:3]([CH2:24][CH3:25])[CH2:1][CH3:2])=[CH:7][CH:8]=1)[C:16]1[CH:21]=[CH:20][CH:19]=[C:18]([O:22][CH3:23])[CH:17]=1. The catalyst class is: 10. (3) Reactant: CN1[CH2:7][CH2:6][N:5]([C:8]2[CH:13]=[CH:12][C:11]([C:14](=[S:16])[NH2:15])=[CH:10][CH:9]=2)[CH2:4]C1.[CH:17]12[O:23][CH:22]1[CH2:21][CH2:20][CH2:19][C:18]2=O. Product: [CH2:6]([N:5]([CH3:4])[C:8]1[CH:9]=[CH:10][C:11]([C:14]2[S:16][C:21]3[CH:22]([OH:23])[CH2:17][CH2:18][CH2:19][C:20]=3[N:15]=2)=[CH:12][CH:13]=1)[CH3:7]. The catalyst class is: 5. (4) Reactant: [NH2:1][CH:2]([CH2:12][C:13]1[CH:18]=[CH:17][CH:16]=[C:15]([C:19]([CH3:22])([CH3:21])[CH3:20])[CH:14]=1)[CH:3]([C:5]1[CH:10]=[CH:9][CH:8]=[C:7]([Cl:11])[CH:6]=1)[OH:4].[F:23][C:24]1[C:33]2[C:28](=[CH:29][CH:30]=[CH:31][CH:32]=2)[C:27]([C:34](O)=[O:35])=[CH:26][CH:25]=1.O.ON1C2C=CC=CC=2N=N1.Cl.C(N=C=NCCCN(C)C)C. Product: [C:19]([C:15]1[CH:14]=[C:13]([CH:18]=[CH:17][CH:16]=1)[CH2:12][CH:2]([NH:1][C:34]([C:27]1[C:28]2[C:33](=[CH:32][CH:31]=[CH:30][CH:29]=2)[C:24]([F:23])=[CH:25][CH:26]=1)=[O:35])[CH:3]([C:5]1[CH:10]=[CH:9][CH:8]=[C:7]([Cl:11])[CH:6]=1)[OH:4])([CH3:22])([CH3:21])[CH3:20]. The catalyst class is: 42. (5) Reactant: C(NC(C)C)(C)C.C([Li])CCC.[CH3:13][O:14][C:15]([CH:17]1[CH2:22][CH2:21][CH2:20][CH2:19][O:18]1)=[O:16].[CH:23](=[O:25])[CH3:24]. Product: [CH3:13][O:14][C:15]([C:17]1([CH:23]([OH:25])[CH3:24])[CH2:22][CH2:21][CH2:20][CH2:19][O:18]1)=[O:16]. The catalyst class is: 7. (6) Reactant: [Cl:1][C:2]1[CH:7]=[CH:6][CH:5]=[CH:4][C:3]=1[N:8]=[C:9]=[S:10].[Cl:11][C:12]1[CH:17]=[C:16]([C:18]([NH:20][NH2:21])=O)[CH:15]=[CH:14][N:13]=1. Product: [Cl:1][C:2]1[CH:7]=[CH:6][CH:5]=[CH:4][C:3]=1[N:8]1[C:18]([C:16]2[CH:15]=[CH:14][N:13]=[C:12]([Cl:11])[CH:17]=2)=[N:20][N:21]=[C:9]1[SH:10]. The catalyst class is: 3. (7) Reactant: [OH:1][C:2]1[CH:7]=[C:6]([O:8][CH2:9][CH2:10][CH3:11])[CH:5]=[CH:4][C:3]=1[CH2:12][CH2:13][C:14]([O:16][CH2:17][CH3:18])=[O:15].[H-].[Na+].Cl[C:22]1[C:27]([Cl:28])=[CH:26][C:25]([C:29]([F:32])([F:31])[F:30])=[CH:24][N:23]=1.O. Product: [Cl:28][C:27]1[C:22]([O:1][C:2]2[CH:7]=[C:6]([O:8][CH2:9][CH2:10][CH3:11])[CH:5]=[CH:4][C:3]=2[CH2:12][CH2:13][C:14]([O:16][CH2:17][CH3:18])=[O:15])=[N:23][CH:24]=[C:25]([C:29]([F:31])([F:30])[F:32])[CH:26]=1. The catalyst class is: 9. (8) Reactant: [Cl:1][C:2]1[CH:7]=[CH:6][C:5]([C:8]2[CH:17]=[C:16]([C@H:18]([C@@H:20]3[CH2:25][CH2:24][CH2:23][CH2:22][N:21]3C(C3C=CC=CC=3)(C3C=CC=CC=3)C3C=CC=CC=3)[OH:19])[C:15]3[C:10](=[CH:11][CH:12]=[CH:13][CH:14]=3)[N:9]=2)=[CH:4][CH:3]=1.Cl. Product: [Cl:1][C:2]1[CH:7]=[CH:6][C:5]([C:8]2[CH:17]=[C:16]([C@H:18]([C@@H:20]3[CH2:25][CH2:24][CH2:23][CH2:22][NH:21]3)[OH:19])[C:15]3[C:10](=[CH:11][CH:12]=[CH:13][CH:14]=3)[N:9]=2)=[CH:4][CH:3]=1. The catalyst class is: 28. (9) Reactant: C[O:2][C:3]1[CH:12]=[C:11]2[C:6]([CH:7]=[CH:8][C:9]([C:13]([OH:15])=[O:14])=[CH:10]2)=[CH:5][CH:4]=1. Product: [OH:2][C:3]1[CH:12]=[C:11]2[C:6]([CH:7]=[CH:8][C:9]([C:13]([OH:15])=[O:14])=[CH:10]2)=[CH:5][CH:4]=1. The catalyst class is: 201. (10) Reactant: [N:1]1[CH:6]=[CH:5][CH:4]=[CH:3][C:2]=1[C:7]1[N:8]=[C:9]([NH:15][C:16]2[N:21]=[CH:20][CH:19]=[CH:18][N:17]=2)[S:10][C:11]=1[C:12]([OH:14])=O.[CH2:22]([NH2:29])[C:23]1[CH:28]=[CH:27][CH:26]=[CH:25][CH:24]=1.F[P-](F)(F)(F)(F)F.[PH4+].C(N(CC)CC)C. Product: [CH2:22]([NH:29][C:12]([C:11]1[S:10][C:9]([NH:15][C:16]2[N:21]=[CH:20][CH:19]=[CH:18][N:17]=2)=[N:8][C:7]=1[C:2]1[CH:3]=[CH:4][CH:5]=[CH:6][N:1]=1)=[O:14])[C:23]1[CH:28]=[CH:27][CH:26]=[CH:25][CH:24]=1. The catalyst class is: 9.